Dataset: Full USPTO retrosynthesis dataset with 1.9M reactions from patents (1976-2016). Task: Predict the reactants needed to synthesize the given product. Given the product [F:25][C:26]1[CH:27]=[C:28]([NH:29][C:4]([C:6]2[NH:7][C:8]3[C:13]([CH:14]=2)=[CH:12][C:11](/[CH:15]=[CH:16]/[N:17]2[C:22](=[O:23])[C@H:21]4[CH2:24][C@@H:18]2[CH2:19][CH2:20]4)=[CH:10][CH:9]=3)=[O:3])[CH:30]=[C:31]([F:33])[CH:32]=1, predict the reactants needed to synthesize it. The reactants are: C([O:3][C:4]([C:6]1[NH:7][C:8]2[C:13]([CH:14]=1)=[CH:12][C:11](/[CH:15]=[CH:16]/[N:17]1[C:22](=[O:23])[C@H:21]3[CH2:24][C@@H:18]1[CH2:19][CH2:20]3)=[CH:10][CH:9]=2)=O)C.[F:25][C:26]1[CH:27]=[C:28]([CH:30]=[C:31]([F:33])[CH:32]=1)[NH2:29].